This data is from Full USPTO retrosynthesis dataset with 1.9M reactions from patents (1976-2016). The task is: Predict the reactants needed to synthesize the given product. (1) Given the product [Cl:27][C:15]1[N:14]=[C:13]2[CH:12]=[CH:11][NH:10][C:18]2=[CH:17][C:16]=1[C:19]1[CH:26]=[CH:25][C:22]([C:23]#[N:24])=[CH:21][CH:20]=1, predict the reactants needed to synthesize it. The reactants are: C1(S([N:10]2[C:18]3[C:13](=[N:14][C:15]([Cl:27])=[C:16]([C:19]4[CH:26]=[CH:25][C:22]([C:23]#[N:24])=[CH:21][CH:20]=4)[CH:17]=3)[CH:12]=[CH:11]2)(=O)=O)C=CC=CC=1.[OH-].[Na+].Cl. (2) Given the product [CH2:29]([O:31][C:32]([C:34]1([C:37]2[CH:38]=[CH:39][C:40]([C:24]3[CH:23]=[CH:22][C:21]([C:20]4[O:19][N:18]=[C:17]([CH3:28])[C:16]=4[CH:14]([C:12]4[CH:11]=[CH:10][CH:9]=[C:8]([CH2:1][C:2]5[CH:7]=[CH:6][CH:5]=[CH:4][CH:3]=5)[N:13]=4)[OH:15])=[CH:26][CH:25]=3)=[CH:41][CH:42]=2)[CH2:35][CH2:36]1)=[O:33])[CH3:30], predict the reactants needed to synthesize it. The reactants are: [CH2:1]([C:8]1[N:13]=[C:12]([CH:14]([C:16]2[C:17]([CH3:28])=[N:18][O:19][C:20]=2[C:21]2[CH:26]=[CH:25][C:24](Br)=[CH:23][CH:22]=2)[OH:15])[CH:11]=[CH:10][CH:9]=1)[C:2]1[CH:7]=[CH:6][CH:5]=[CH:4][CH:3]=1.[CH2:29]([O:31][C:32]([C:34]1([C:37]2[CH:42]=[CH:41][C:40](B3OC(C)(C)C(C)(C)O3)=[CH:39][CH:38]=2)[CH2:36][CH2:35]1)=[O:33])[CH3:30]. (3) Given the product [CH3:11][N:12]([CH3:21])[CH2:13][CH2:14][CH2:15][CH2:16][CH2:17][C:18]1[NH:6][C:4](=[O:5])[C:3]2[C:2](=[CH:10][CH:9]=[CH:8][CH:7]=2)[N:1]=1, predict the reactants needed to synthesize it. The reactants are: [NH2:1][C:2]1[CH:10]=[CH:9][CH:8]=[CH:7][C:3]=1[C:4]([NH2:6])=[O:5].[CH3:11][N:12]([CH3:21])[CH2:13][CH2:14][CH2:15][CH2:16][CH2:17][C:18](Cl)=O. (4) Given the product [CH:11]1([C:8]2[S:9][CH:10]=[C:6]([CH2:5][C:4]([OH:17])=[O:3])[N:7]=2)[CH2:12][CH2:13][CH2:14][CH2:15][CH2:16]1, predict the reactants needed to synthesize it. The reactants are: C([O:3][C:4](=[O:17])[CH2:5][C:6]1[N:7]=[C:8]([CH:11]2[CH2:16][CH2:15][CH2:14][CH2:13][CH2:12]2)[S:9][CH:10]=1)C.O[Li].O. (5) Given the product [Cl:1][C:2]1[CH:3]=[CH:4][C:5]([OH:11])=[C:6]([CH:10]=1)[C:7]([NH:12][C:13]1[S:14][CH:15]=[C:16]([C:18]2[CH:23]=[CH:22][C:21]([Cl:24])=[CH:20][C:19]=2[Cl:25])[N:17]=1)=[O:9], predict the reactants needed to synthesize it. The reactants are: [Cl:1][C:2]1[CH:10]=[C:6]([C:7]([OH:9])=O)[C:5]([OH:11])=[CH:4][CH:3]=1.[NH2:12][C:13]1[S:14][CH:15]=[C:16]([C:18]2[CH:23]=[CH:22][C:21]([Cl:24])=[CH:20][C:19]=2[Cl:25])[N:17]=1. (6) Given the product [OH:22][C:17]1[CH:18]=[C:19]([NH2:21])[C:20]([S:1]([C:4]2[CH:10]=[CH:9][C:7]([CH3:8])=[CH:6][CH:5]=2)(=[O:3])=[O:2])=[C:15]([CH:16]=1)[C:14]([O:13][CH3:12])=[O:23], predict the reactants needed to synthesize it. The reactants are: [S:1](Cl)([C:4]1[CH:10]=[CH:9][C:7]([CH3:8])=[CH:6][CH:5]=1)(=[O:3])=[O:2].[CH3:12][O:13][C:14](=[O:23])[C:15]1[CH:20]=[C:19]([NH2:21])[CH:18]=[C:17]([OH:22])[CH:16]=1.N1C=CC=CC=1.